Dataset: Full USPTO retrosynthesis dataset with 1.9M reactions from patents (1976-2016). Task: Predict the reactants needed to synthesize the given product. Given the product [NH:18]1[C:22]2[CH:23]=[CH:24][CH:25]=[CH:26][C:21]=2[N:20]=[C:19]1[C:27]([C:29]1[CH:34]=[CH:33][C:32]([O:35][C:36]2[C:41]([C:5]3[CH2:6][CH2:7][N:2]([CH3:1])[C:3](=[O:17])[CH:4]=3)=[N:40][CH:39]=[CH:38][N:37]=2)=[CH:31][CH:30]=1)=[O:28], predict the reactants needed to synthesize it. The reactants are: [CH3:1][N:2]1[CH2:7][CH2:6][C:5](B2OC(C)(C)C(C)(C)O2)=[CH:4][C:3]1=[O:17].[NH:18]1[C:22]2[CH:23]=[CH:24][CH:25]=[CH:26][C:21]=2[N:20]=[C:19]1[C:27]([C:29]1[CH:34]=[CH:33][C:32]([O:35][C:36]2[C:41](Cl)=[N:40][CH:39]=[CH:38][N:37]=2)=[CH:31][CH:30]=1)=[O:28].C([O-])(=O)C.[K+].O1CCOCC1.O.